This data is from Full USPTO retrosynthesis dataset with 1.9M reactions from patents (1976-2016). The task is: Predict the reactants needed to synthesize the given product. (1) Given the product [CH3:37][N:36]([CH3:38])[CH2:35][CH2:34][N:32]1[CH:33]=[C:29]([C:18]2[CH:17]=[CH:16][N:15]=[C:14]3[N:10]([S:7]([C:1]4[CH:2]=[CH:3][CH:4]=[CH:5][CH:6]=4)(=[O:9])=[O:8])[CH:11]=[CH:12][C:13]=23)[C:30]([C:39]2[CH:44]=[CH:43][C:42]([N+:45]([O-:47])=[O:46])=[CH:41][CH:40]=2)=[N:31]1, predict the reactants needed to synthesize it. The reactants are: [C:1]1([S:7]([N:10]2[C:14]3=[N:15][CH:16]=[CH:17][C:18](B4OC(C)(C)C(C)(C)O4)=[C:13]3[CH:12]=[CH:11]2)(=[O:9])=[O:8])[CH:6]=[CH:5][CH:4]=[CH:3][CH:2]=1.Br[C:29]1[C:30]([C:39]2[CH:44]=[CH:43][C:42]([N+:45]([O-:47])=[O:46])=[CH:41][CH:40]=2)=[N:31][N:32]([CH2:34][CH2:35][N:36]([CH3:38])[CH3:37])[CH:33]=1. (2) Given the product [Cl:7][C:8]1[CH:9]=[C:10](/[CH:15]=[CH:16]/[C:17]([N:19]2[CH2:24][CH2:23][N:22]([CH2:25][CH2:26][CH2:27][CH2:28][N:47]3[CH2:48][CH2:53][CH2:52][CH2:51][CH2:50]3)[C:21](=[O:30])[CH:20]2[CH3:31])=[O:18])[CH:11]=[CH:12][C:13]=1[Cl:14], predict the reactants needed to synthesize it. The reactants are: I([O-])(=O)(=O)=O.[Na+].[Cl:7][C:8]1[CH:9]=[C:10](/[CH:15]=[CH:16]/[C:17]([N:19]2[CH2:24][CH2:23][N:22]([CH2:25][CH2:26][CH2:27][CH:28]=C)[C:21](=[O:30])[CH:20]2[CH3:31])=[O:18])[CH:11]=[CH:12][C:13]=1[Cl:14].ClC1C=C(/C=C/C(N2C[CH2:48][N:47]([CH2:50][CH2:51][CH2:52][CH:53]=O)C(=O)C2)=O)C=CC=1Cl.N1CCCCC1.B.N1C=CC=CC=1.C(O)(=O)C.[OH-].[NH4+]. (3) The reactants are: [C:1]([NH:22][C@@H:23]([CH2:27][CH:28]([CH3:30])[CH3:29])[C:24]([OH:26])=[O:25])(=[O:21])[CH2:2][CH2:3][CH2:4]/[CH:5]=[CH:6]\[CH2:7]/[CH:8]=[CH:9]\[CH2:10]/[CH:11]=[CH:12]\[CH2:13]/[CH:14]=[CH:15]\[CH2:16]/[CH:17]=[CH:18]\[CH2:19][CH3:20].[CH3:31][N:32]([C:34]([NH:36][C:37]([NH2:39])=[NH:38])=[NH:35])[CH3:33]. Given the product [C:1]([NH:22][C@@H:23]([CH2:27][CH:28]([CH3:29])[CH3:30])[C:24]([O-:26])=[O:25])(=[O:21])[CH2:2][CH2:3][CH2:4]/[CH:5]=[CH:6]\[CH2:7]/[CH:8]=[CH:9]\[CH2:10]/[CH:11]=[CH:12]\[CH2:13]/[CH:14]=[CH:15]\[CH2:16]/[CH:17]=[CH:18]\[CH2:19][CH3:20].[NH2:39][C:37]([NH:36][C:34]([N:32]([CH3:33])[CH3:31])=[NH:35])=[NH2+:38], predict the reactants needed to synthesize it. (4) Given the product [Br:10][C:5]1[C:6]([O:8][CH3:9])=[CH:7][C:2]([CH2:18][CH2:19][OH:20])=[C:3]([O:11][CH3:12])[CH:4]=1, predict the reactants needed to synthesize it. The reactants are: Br[C:2]1[CH:7]=[C:6]([O:8][CH3:9])[C:5]([Br:10])=[CH:4][C:3]=1[O:11][CH3:12].C([Li])CCC.[CH2:18]1[O:20][CH2:19]1. (5) Given the product [F:1][C:2]1[CH:3]=[C:4]([CH:5]2[O:14][CH2:13][CH2:12][O:6]2)[CH:7]=[CH:8][C:9]=1[O:10][CH3:11], predict the reactants needed to synthesize it. The reactants are: [F:1][C:2]1[CH:3]=[C:4]([CH:7]=[CH:8][C:9]=1[O:10][CH3:11])[CH:5]=[O:6].[CH2:12](O)[CH2:13][OH:14].O. (6) Given the product [OH:8][C@@H:5]1[CH2:6][N:7]([C:16]([C:15]2[CH:19]=[CH:20][CH:21]=[CH:22][C:14]=2[N:10]2[N:11]=[CH:12][CH:13]=[N:9]2)=[O:17])[C@H:2]([CH3:1])[CH2:3][CH2:4]1, predict the reactants needed to synthesize it. The reactants are: [CH3:1][C@H:2]1[NH:7][CH2:6][C@@H:5]([OH:8])[CH2:4][CH2:3]1.[N:9]1[N:10]([C:14]2[CH:22]=[CH:21][CH:20]=[CH:19][C:15]=2[C:16](O)=[O:17])[N:11]=[CH:12][CH:13]=1.ON1C2N=CC=CC=2N=N1.C(Cl)CCl.CCN(C(C)C)C(C)C.C([O-])(O)=O.[Na+]. (7) Given the product [OH:17][C:5]1[CH:6]=[CH:7][C:8]([CH2:10][N:11]2[CH2:16][CH2:15][CH2:14][CH2:13][CH2:12]2)=[CH:9][C:4]=1[NH:1][C:23](=[O:24])[O:22][C:18]([CH3:21])([CH3:20])[CH3:19], predict the reactants needed to synthesize it. The reactants are: [N+:1]([C:4]1[CH:9]=[C:8]([CH2:10][N:11]2[CH2:16][CH2:15][CH2:14][CH2:13][CH2:12]2)[CH:7]=[CH:6][C:5]=1[OH:17])([O-])=O.[C:18]([O:22][C:23](O[C:23]([O:22][C:18]([CH3:21])([CH3:20])[CH3:19])=[O:24])=[O:24])([CH3:21])([CH3:20])[CH3:19].